Dataset: NCI-60 drug combinations with 297,098 pairs across 59 cell lines. Task: Regression. Given two drug SMILES strings and cell line genomic features, predict the synergy score measuring deviation from expected non-interaction effect. Drug 1: CC1=CC=C(C=C1)C2=CC(=NN2C3=CC=C(C=C3)S(=O)(=O)N)C(F)(F)F. Drug 2: CC1=C(C=C(C=C1)C(=O)NC2=CC(=CC(=C2)C(F)(F)F)N3C=C(N=C3)C)NC4=NC=CC(=N4)C5=CN=CC=C5. Cell line: NCI/ADR-RES. Synergy scores: CSS=-0.396, Synergy_ZIP=-2.99, Synergy_Bliss=-6.77, Synergy_Loewe=-4.64, Synergy_HSA=-5.92.